Task: Predict the reaction yield, written as a fraction of the theoretical maximum amount of product (1.0 means a 100% yield; for example, 0.34 means a 34% yield).. Dataset: Reaction yield outcomes from USPTO patents with 853,638 reactions (1) The reactants are C1C=CC(P(N=[N+]=[N-])(C2C=CC=CC=2)=O)=CC=1.[Br:18][CH2:19][CH2:20][CH2:21][CH2:22][CH2:23][CH2:24][CH2:25]C(O)=O.C(=O)([O-])[O-].[K+].[K+].BrCCCCCCC[C:43]([N:45]=[N+]=[N-])=[O:44].[CH:48]([C:51]1[CH:57]=[CH:56][CH:55]=[C:54]([CH:58]([CH3:60])[CH3:59])[C:52]=1[NH2:53])([CH3:50])[CH3:49]. The catalyst is O.C(Cl)(Cl)Cl.CN(C=O)C. The product is [Br:18][CH2:19][CH2:20][CH2:21][CH2:22][CH2:23][CH2:24][CH2:25][NH:45][C:43]([NH:53][C:52]1[C:51]([CH:48]([CH3:50])[CH3:49])=[CH:57][CH:56]=[CH:55][C:54]=1[CH:58]([CH3:60])[CH3:59])=[O:44]. The yield is 0.630. (2) The reactants are [CH3:1][O:2][C:3]1[CH:10]=[CH:9][C:6]([CH2:7][NH2:8])=[CH:5][CH:4]=1.[CH:11]([C:13]1[CH:14]=[C:15]([CH:20]=[CH:21][CH:22]=1)[C:16]([O:18][CH3:19])=[O:17])=O.C([BH3-])#N.[Na+]. The catalyst is CO. The product is [CH3:1][O:2][C:3]1[CH:10]=[CH:9][C:6]([CH2:7][NH:8][CH2:11][C:13]2[CH:14]=[C:15]([CH:20]=[CH:21][CH:22]=2)[C:16]([O:18][CH3:19])=[O:17])=[CH:5][CH:4]=1. The yield is 0.670. (3) The reactants are C([O:3][C:4]([C:6]1[CH:11]=[CH:10][C:9]([C:12]2[CH:17]=[CH:16][C:15]([O:18][CH3:19])=[CH:14][CH:13]=2)=[CH:8][CH:7]=1)=[O:5])C.[OH-].[Na+]. The catalyst is O1CCCC1. The product is [CH3:19][O:18][C:15]1[CH:14]=[CH:13][C:12]([C:9]2[CH:10]=[CH:11][C:6]([C:4]([OH:5])=[O:3])=[CH:7][CH:8]=2)=[CH:17][CH:16]=1. The yield is 0.980. (4) The reactants are C(OC([NH:8][C:9]([CH3:15])([CH2:13][OH:14])[C:10](O)=O)=O)(C)(C)C.CN1CCOCC1.C(OC(Cl)=O)C(C)C.[CH2:31]([C:36]1[CH:37]=[C:38]([NH2:43])[C:39]([NH2:42])=[CH:40][CH:41]=1)[C:32]([CH3:35])([CH3:34])[CH3:33].C(O)(=O)C.FC(F)(F)C(O)=O. The catalyst is C(#N)C. The product is [NH2:8][C:9]([C:10]1[NH:43][C:38]2[CH:37]=[C:36]([CH2:31][C:32]([CH3:35])([CH3:34])[CH3:33])[CH:41]=[CH:40][C:39]=2[N:42]=1)([CH3:15])[CH2:13][OH:14]. The yield is 0.100. (5) The reactants are N[C:2]1[CH:3]=[C:4]([NH:17][C:18](=[O:20])[CH3:19])[CH:5]=[CH:6][C:7]=1[C:8]([CH3:16])([CH3:15])[CH2:9][O:10][CH2:11][CH2:12][O:13][CH3:14].N([O-])=[O:22].[Na+]. The catalyst is OS(O)(=O)=O. The product is [OH:22][C:2]1[CH:3]=[C:4]([NH:17][C:18](=[O:20])[CH3:19])[CH:5]=[CH:6][C:7]=1[C:8]([CH3:16])([CH3:15])[CH2:9][O:10][CH2:11][CH2:12][O:13][CH3:14]. The yield is 0.380. (6) The reactants are [CH2:1]([N:8]([CH2:37][C:38]1[CH:43]=[CH:42][CH:41]=[CH:40][CH:39]=1)[CH:9]1[CH2:13][CH:12]([C:14]2[N:18]3[C:19]4[CH:25]=[CH:24][N:23](S(C5C=CC(C)=CC=5)(=O)=O)[C:20]=4[N:21]=[CH:22][C:17]3=[N:16][CH:15]=2)[CH:11]([CH3:36])[CH2:10]1)[C:2]1[CH:7]=[CH:6][CH:5]=[CH:4][CH:3]=1.[OH-].[Na+]. The catalyst is O1CCOCC1. The product is [CH2:37]([N:8]([CH2:1][C:2]1[CH:7]=[CH:6][CH:5]=[CH:4][CH:3]=1)[CH:9]1[CH2:10][CH:11]([CH3:36])[CH:12]([C:14]2[N:18]3[C:19]4[CH:25]=[CH:24][NH:23][C:20]=4[N:21]=[CH:22][C:17]3=[N:16][CH:15]=2)[CH2:13]1)[C:38]1[CH:43]=[CH:42][CH:41]=[CH:40][CH:39]=1. The yield is 0.560. (7) The reactants are [CH2:1]([N:8]1[CH:12]=[C:11]([C:13]2[C:21]3[C:16](=[N:17][CH:18]=[C:19]([C:22]4[CH:27]=[CH:26][C:25]([N:28]5[CH2:33][CH2:32][NH:31][CH2:30][CH2:29]5)=[CH:24][CH:23]=4)[CH:20]=3)[N:15]([S:34]([C:37]3[CH:43]=[CH:42][C:40]([CH3:41])=[CH:39][CH:38]=3)(=[O:36])=[O:35])[CH:14]=2)[CH:10]=[N:9]1)[C:2]1[CH:7]=[CH:6][CH:5]=[CH:4][CH:3]=1.[CH3:44][C@H:45]1[CH2:47][O:46]1.CCN(C(C)C)C(C)C. The yield is 0.621. The catalyst is C(O)C. The product is [CH2:1]([N:8]1[CH:12]=[C:11]([C:13]2[C:21]3[C:16](=[N:17][CH:18]=[C:19]([C:22]4[CH:23]=[CH:24][C:25]([N:28]5[CH2:29][CH2:30][N:31]([CH2:44][C@@H:45]([OH:46])[CH3:47])[CH2:32][CH2:33]5)=[CH:26][CH:27]=4)[CH:20]=3)[N:15]([S:34]([C:37]3[CH:38]=[CH:39][C:40]([CH3:41])=[CH:42][CH:43]=3)(=[O:35])=[O:36])[CH:14]=2)[CH:10]=[N:9]1)[C:2]1[CH:3]=[CH:4][CH:5]=[CH:6][CH:7]=1.